From a dataset of Catalyst prediction with 721,799 reactions and 888 catalyst types from USPTO. Predict which catalyst facilitates the given reaction. (1) Reactant: C[O:2][C:3](=[O:19])[C:4]1[CH:9]=[C:8]([S:10][CH3:11])[CH:7]=[C:6]([NH:12][C:13](=[O:18])[CH2:14][CH2:15][CH2:16]Cl)[CH:5]=1.[OH-].[Na+]. Product: [CH3:11][S:10][C:8]1[CH:9]=[C:4]([CH:5]=[C:6]([N:12]2[CH2:16][CH2:15][CH2:14][C:13]2=[O:18])[CH:7]=1)[C:3]([OH:2])=[O:19]. The catalyst class is: 5. (2) Reactant: [Br:1][C:2]1[CH:3]=[C:4]([NH2:10])[C:5]([NH2:9])=[CH:6][C:7]=1[F:8].[S:11](Cl)(Cl)=O. Product: [Br:1][C:2]1[C:7]([F:8])=[CH:6][C:5]2=[N:9][S:11][N:10]=[C:4]2[CH:3]=1. The catalyst class is: 789. (3) Reactant: [F:1][C:2]([F:22])([F:21])[C:3]1[CH:8]=[CH:7][C:6]([CH:9]2[CH2:14][C:13](=[O:15])[NH:12][C:11]([CH3:16])=[C:10]2[C:17]([O:19]C)=[O:18])=[CH:5][CH:4]=1.[OH-].[Na+]. Product: [F:21][C:2]([F:1])([F:22])[C:3]1[CH:4]=[CH:5][C:6]([CH:9]2[CH2:14][C:13](=[O:15])[NH:12][C:11]([CH3:16])=[C:10]2[C:17]([OH:19])=[O:18])=[CH:7][CH:8]=1. The catalyst class is: 24. (4) Reactant: [CH3:1][N:2]([CH2:13][C:14]1[N:18]([CH2:19][CH:20]2[CH2:24][CH2:23][N:22](C(OC(C)(C)C)=O)[CH2:21]2)[C:17]2[CH:32]=[CH:33][CH:34]=[CH:35][C:16]=2[N:15]=1)[CH:3]1[C:12]2[N:11]=[CH:10][CH:9]=[CH:8][C:7]=2[CH2:6][CH2:5][CH2:4]1.[ClH:36].O1CCOCC1. Product: [CH3:1][N:2]([CH2:13][C:14]1[N:18]([CH2:19][CH:20]2[CH2:24][CH2:23][NH:22][CH2:21]2)[C:17]2[CH:32]=[CH:33][CH:34]=[CH:35][C:16]=2[N:15]=1)[CH:3]1[C:12]2[N:11]=[CH:10][CH:9]=[CH:8][C:7]=2[CH2:6][CH2:5][CH2:4]1.[ClH:36].[CH3:1][N:2]([CH2:13][C:14]1[N:18]([CH2:19][CH:20]2[CH2:24][CH2:23][NH:22][CH2:21]2)[C:17]2[CH:32]=[CH:33][CH:34]=[CH:35][C:16]=2[N:15]=1)[CH:3]1[C:12]2[N:11]=[CH:10][CH:9]=[CH:8][C:7]=2[CH2:6][CH2:5][CH2:4]1. The catalyst class is: 5.